This data is from CYP2C9 inhibition data for predicting drug metabolism from PubChem BioAssay. The task is: Regression/Classification. Given a drug SMILES string, predict its absorption, distribution, metabolism, or excretion properties. Task type varies by dataset: regression for continuous measurements (e.g., permeability, clearance, half-life) or binary classification for categorical outcomes (e.g., BBB penetration, CYP inhibition). Dataset: cyp2c9_veith. (1) The molecule is O=c1c(C=Nc2ccc(Oc3ccccc3)cc2)c[nH]n1-c1cccc(Cl)n1. The result is 1 (inhibitor). (2) The compound is O=C(Cc1ccccc1I)Nc1ccccc1. The result is 1 (inhibitor). (3) The compound is COc1cc2c(cc1OC)[C@H](C)NCC2. The result is 0 (non-inhibitor). (4) The drug is O=C(c1cccc(F)c1)N1CCC[C@@]2(CCN(c3ncccn3)C2)C1. The result is 0 (non-inhibitor). (5) The drug is Cc1sc(N)c(C(=O)c2cccc(C(F)(F)F)c2)c1C. The result is 0 (non-inhibitor). (6) The molecule is CCOc1ccc2ccccc2c1C(=O)N[C@@H]1C(=O)N2[C@@H](C(=O)[O-])C(C)(C)S[C@H]12.O.[Na+]. The result is 0 (non-inhibitor).